Dataset: Catalyst prediction with 721,799 reactions and 888 catalyst types from USPTO. Task: Predict which catalyst facilitates the given reaction. (1) Reactant: [F:1][C:2]1[CH:3]=[C:4]([CH:8]=[CH:9][C:10]=1[N+:11]([O-:13])=[O:12])[C:5]([OH:7])=[O:6].C(=O)(O)[O-].[Na+].[CH2:19](Br)[C:20]1[CH:25]=[CH:24][CH:23]=[CH:22][CH:21]=1. Product: [F:1][C:2]1[CH:3]=[C:4]([CH:8]=[CH:9][C:10]=1[N+:11]([O-:13])=[O:12])[C:5]([O:7][CH2:19][C:20]1[CH:25]=[CH:24][CH:23]=[CH:22][CH:21]=1)=[O:6]. The catalyst class is: 3. (2) Reactant: [Cl:1][C:2]1[N:7]=[CH:6][C:5](NC)=[CH:4][CH:3]=1.Cl[C:11]1[N:26]=[CH:25][C:24]([C:27]([F:30])([F:29])[F:28])=[CH:23][C:12]=1[C:13]([NH:15][C:16]1[CH:21]=[CH:20][C:19]([F:22])=[CH:18][CH:17]=1)=[O:14].[CH3:31][N:32](C)C=O.C(N(CC)C(C)C)(C)C. Product: [Cl:1][C:2]1[N:7]=[CH:6][C:5]([CH2:31][NH:32][C:11]2[N:26]=[CH:25][C:24]([C:27]([F:30])([F:29])[F:28])=[CH:23][C:12]=2[C:13]([NH:15][C:16]2[CH:21]=[CH:20][C:19]([F:22])=[CH:18][CH:17]=2)=[O:14])=[CH:4][CH:3]=1. The catalyst class is: 25. (3) Reactant: [CH3:1][O:2][C:3]1[CH:4]=[C:5]2[C:10](=[CH:11][CH:12]=1)[CH:9]=[C:8]([C:13]1[C:18]3=[N:19][S:20](=[O:24])(=[O:23])[CH2:21][CH2:22][N:17]3[CH:16]=[CH:15][CH:14]=1)[CH:7]=[CH:6]2. Product: [CH3:1][O:2][C:3]1[CH:4]=[C:5]2[C:10](=[CH:11][CH:12]=1)[CH:9]=[C:8]([CH:13]1[C:18]3=[N:19][S:20](=[O:24])(=[O:23])[CH2:21][CH2:22][N:17]3[CH2:16][CH2:15][CH2:14]1)[CH:7]=[CH:6]2. The catalyst class is: 609. (4) Reactant: [OH:1][C:2]1[CH:3]=[CH:4][C:5]([C:8]([OH:10])=O)=[N:6][CH:7]=1.CN(C)C=O.C(Cl)(=O)C([Cl:19])=O. Product: [OH:1][C:2]1[CH:3]=[CH:4][C:5]([C:8]([Cl:19])=[O:10])=[N:6][CH:7]=1. The catalyst class is: 4.